Dataset: Reaction yield outcomes from USPTO patents with 853,638 reactions. Task: Predict the reaction yield, written as a fraction of the theoretical maximum amount of product (1.0 means a 100% yield; for example, 0.34 means a 34% yield). (1) The reactants are C(OC([N:8]1[C:17]2[C:12](=[CH:13][CH:14]=[C:15]([NH:18][C:19]([C:21]3[C:30](=[O:31])[C:29]4[C:24](=[CH:25][CH:26]=[CH:27][CH:28]=4)[NH:23][CH:22]=3)=[O:20])[CH:16]=2)[CH2:11][CH2:10][CH2:9]1)=O)(C)(C)C.C(O)(C(F)(F)F)=O. The catalyst is C(Cl)Cl. The product is [O:31]=[C:30]1[C:29]2[C:24](=[CH:25][CH:26]=[CH:27][CH:28]=2)[NH:23][CH:22]=[C:21]1[C:19]([NH:18][C:15]1[CH:16]=[C:17]2[C:12]([CH2:11][CH2:10][CH2:9][NH:8]2)=[CH:13][CH:14]=1)=[O:20]. The yield is 0.320. (2) The reactants are [H-].[Na+].[C:3]([O:9][CH3:10])(=[O:8])[CH2:4][C:5]([CH3:7])=[O:6].[Li]CCCC.CCCCCC.CC1C=CC(S(O[CH2:33][C:34]2[O:35][CH:36]=[CH:37][N:38]=2)(=O)=O)=CC=1. The catalyst is C1COCC1. The product is [O:35]1[CH:36]=[CH:37][N:38]=[C:34]1[CH2:33][CH2:7][C:5](=[O:6])[CH2:4][C:3]([O:9][CH3:10])=[O:8]. The yield is 0.330.